From a dataset of Forward reaction prediction with 1.9M reactions from USPTO patents (1976-2016). Predict the product of the given reaction. (1) Given the reactants [O:1]1[C:5]2[CH:6]=[C:7]([S:10]([NH2:13])(=[O:12])=[O:11])[CH:8]=[CH:9][C:4]=2[CH:3]=[CH:2]1.[Cl:14][C:15]1[CH:23]=[C:22]([Cl:24])[CH:21]=[CH:20][C:16]=1[C:17](Cl)=[O:18].C(Cl)(Cl)Cl.CO, predict the reaction product. The product is: [Cl:14][C:15]1[CH:23]=[C:22]([Cl:24])[CH:21]=[CH:20][C:16]=1[C:17]([NH:13][S:10]([C:7]1[CH:8]=[CH:9][C:4]2[CH:3]=[CH:2][O:1][C:5]=2[CH:6]=1)(=[O:11])=[O:12])=[O:18]. (2) The product is: [CH2:29]([N:4]([CH2:1][CH2:2][CH3:3])[CH2:5][CH2:6][CH2:7][CH2:8][N:9]([CH2:14][C:15]1[CH:16]=[CH:17][C:18]([CH2:21][N:22]([CH2:23][C:24]2[NH:28][CH:27]=[CH:26][N:25]=2)[CH:40]2[C:41]3[N:32]=[CH:33][CH:34]=[CH:35][C:36]=3[CH2:37][CH2:38][CH2:39]2)=[CH:19][CH:20]=1)[S:10]([CH3:13])(=[O:11])=[O:12])[CH2:30][CH3:31]. Given the reactants [CH2:1]([N:4]([CH2:29][CH2:30][CH3:31])[CH2:5][CH2:6][CH2:7][CH2:8][N:9]([CH2:14][C:15]1[CH:20]=[CH:19][C:18]([CH2:21][NH:22][CH2:23][C:24]2[NH:25][CH:26]=[CH:27][N:28]=2)=[CH:17][CH:16]=1)[S:10]([CH3:13])(=[O:12])=[O:11])[CH2:2][CH3:3].[N:32]1[C:41]2[C:40](=O)[CH2:39][CH2:38][CH2:37][C:36]=2[CH:35]=[CH:34][CH:33]=1.C([BH3-])#N.[Na+].C(O)(=O)C, predict the reaction product.